This data is from Experimentally validated miRNA-target interactions with 360,000+ pairs, plus equal number of negative samples. The task is: Binary Classification. Given a miRNA mature sequence and a target amino acid sequence, predict their likelihood of interaction. (1) The miRNA is hsa-miR-6841-3p with sequence ACCUUGCAUCUGCAUCCCCAG. The protein sequence of the target gene is MTSEMESSLEVSFSSSCAVSGASGCLPPARSRIFKIIVIGDSNVGKTCLTYRFCAGRFPDRTEATIGVDFRERAVDIDGERIKIQLWDTAGQERFRKSMVQHYYRNVHAVVFVYDMTNMASFHSLPAWIEECKQHLLANDIPRILVGNKCDLRSAIQVPTDLAQKFADTHSMPLFETSAKNPNDNDHVEAIFMTLAHKLKSHKPLMLSQLPDNRISLKPETKPAVTCWC. Result: 0 (no interaction). (2) Result: 1 (interaction). The miRNA is hsa-miR-877-5p with sequence GUAGAGGAGAUGGCGCAGGG. The protein sequence of the target gene is MATSGGEEAAAAAPAPGTPATGADTTPGWEVAVRPLLSASYSAFEMKELPQLVASVIESESEILHHEKQYEPFYSSFVALSTHYITTVCSLIPRNQLQSVAAACKVLIEFSLLRLENPDEACAVSQKHLILLIKGLCTGCSRLDRTEIITFTAMMKSAKLPQTVKTLSDVEDQKELASPVSPELRQKEVQMNFLNQLTSVFNPRTVASQPISTQTLVEGENDEQSSTDQASAIKTKNVFIAQNVASLQELGGSEKLLRVCLNLPYFLRYINRFQDAVLANSFFIMPATVADATAVRNGFH.... (3) The miRNA is hsa-miR-198 with sequence GGUCCAGAGGGGAGAUAGGUUC. The protein sequence of the target gene is MRGRLCVGRAAAVAAAVAAAAVAVPLAGGQEGSQGGVRRGSRGTTMVKKRKGRVVIDSDTEDSGSDENLDQELLSLAKRKRSDSEEKEPPVSQPAASSDSETSDSDDEWTFGSNKNKKKGKTRKVEKKGAMKKQANKAASSGSSDRDSSAESSAPEEGEVSDSESSSSSSSSDSDSSSEDEEFHDGYGEDLMGDEEDRARLEQMTEKEREQELFNRIEKREVLKRRFEIKKKLKTAKKKEKKEKKKKQEEEQEKKKLTQIQESQVTSHNKERRSKRDEKLDKKSQAMEELKAEREKRKNR.... Result: 0 (no interaction). (4) The miRNA is mmu-miR-741-3p with sequence UGAGAGAUGCCAUUCUAUGUAGA. The protein sequence of the target gene is MAENSLSDGGPADSVEAAKNASNTEKLTDQVMQNPQVLAALQERLDNVSHTPSSYIETLPKAVKRRINALKQLQVRCAHIEAKFYEEVHDLERKYAALYQPLFDKRREFITGDVEPTDAESAWHSENEEEDKLAGDMKNKVVIAEKEAATVEELNPKGIPEFWFTIFRNVDMLSELVQEYDEPILKHLQDIKVKFSDPGQPMSFVLEFHFEPNDYFTNPVLTKTYKMKSEPDKADPFSFEGPEIVDCDGCTIDWKKGKNVTVKTIKKKQKHKGRGTVRTITKQVPNESFFNFFSPLKASG.... Result: 0 (no interaction). (5) The miRNA is hsa-miR-3681-3p with sequence ACACAGUGCUUCAUCCACUACU. The protein sequence of the target gene is MIARRNPEPLRFLPDEARSLPPPKLTDPRLLYIGFLGYCSGLIDNLIRRRPIATAGLHRQLLYITAFFFAGYYLVKREDYLYAVRDREMFGYMKLHPEDFPEEDVYCCGAERRG. Result: 1 (interaction). (6) The miRNA is mmu-miR-7000-3p with sequence CACCCACCUGCCUGUCCUCCAG. The protein sequence of the target gene is MASNWRASASWYSHPVYARYWQHYHHAMLWMQGHQNAYRKFRDSYFTSPWLFPHGALPWNSPAYEAGHPWDSQGQHMAQQESPYRVSHPKSPGQPLRNSSRTQASTRGNEARCEEEELESDSDDEVECDLSNMEITEELRQYFAQTERHREERRRQQQLDAERLNDYVNADHGLYFNHRRSLEPPSEKPWERRQAEMKRLYGNSAPKILAMETAVQLSFDKHCDRKQPKYWPVIPLKF. Result: 0 (no interaction).